This data is from Forward reaction prediction with 1.9M reactions from USPTO patents (1976-2016). The task is: Predict the product of the given reaction. (1) Given the reactants C(OC(N1C[CH2:12][CH:11]([C:14]2[N:23]=[C:22]([N:24]3[CH2:29][CH2:28][N:27]([C:30]4[CH:35]=[CH:34][CH:33]=[CH:32][C:31]=4[O:36][CH3:37])[CH2:26][CH2:25]3)[C:21]3[C:16](=[CH:17][C:18]([O:40][CH3:41])=[C:19]([O:38][CH3:39])[CH:20]=3)[N:15]=2)[CH2:10][CH2:9]1)=O)(C)(C)C.CC1CC1C(O)=O, predict the reaction product. The product is: [CH3:39][O:38][C:19]1[CH:20]=[C:21]2[C:16](=[CH:17][C:18]=1[O:40][CH3:41])[N:15]=[C:14]([CH:11]1[CH2:12][CH:10]1[CH3:9])[N:23]=[C:22]2[N:24]1[CH2:29][CH2:28][N:27]([C:30]2[CH:35]=[CH:34][CH:33]=[CH:32][C:31]=2[O:36][CH3:37])[CH2:26][CH2:25]1. (2) Given the reactants [O:1]1[CH2:6][CH2:5][CH2:4][CH2:3][CH:2]1[O:7][CH2:8][C:9]1[N:14]=[CH:13][C:12]([CH2:15][OH:16])=[CH:11][CH:10]=1.C[N+]1([O-])CCOCC1, predict the reaction product. The product is: [O:1]1[CH2:6][CH2:5][CH2:4][CH2:3][CH:2]1[O:7][CH2:8][C:9]1[CH:10]=[CH:11][C:12]([CH:15]=[O:16])=[CH:13][N:14]=1. (3) Given the reactants Br[C:2]1[N:3]=[C:4]([CH2:7][O:8][C:9]2[CH:14]=[CH:13][N:12]([C:15]3[CH:16]=[CH:17][C:18]4[N:22]=[C:21]([CH:23]5[CH2:25][CH2:24]5)[N:20]([CH3:26])[C:19]=4[CH:27]=3)[C:11](=[O:28])[CH:10]=2)[S:5][CH:6]=1.[CH:29]1(B(O)O)[CH2:31][CH2:30]1.C(=O)([O-])[O-].[K+].[K+].COCCOC, predict the reaction product. The product is: [CH:23]1([C:21]2[N:20]([CH3:26])[C:19]3[CH:27]=[C:15]([N:12]4[CH:13]=[CH:14][C:9]([O:8][CH2:7][C:4]5[S:5][CH:6]=[C:2]([CH:29]6[CH2:31][CH2:30]6)[N:3]=5)=[CH:10][C:11]4=[O:28])[CH:16]=[CH:17][C:18]=3[N:22]=2)[CH2:25][CH2:24]1. (4) Given the reactants [F:1][C:2]1[N:7]=[CH:6][C:5]([C:8]2[CH:9]=[CH:10][C:11]([O:16][CH3:17])=[C:12]([CH:15]=2)[CH:13]=O)=[CH:4][CH:3]=1.[C:18]([O:22][C:23](=[O:33])[N:24]([CH:26]1[CH2:31][CH2:30][CH:29]([NH2:32])[CH2:28][CH2:27]1)[CH3:25])([CH3:21])([CH3:20])[CH3:19], predict the reaction product. The product is: [C:18]([O:22][C:23](=[O:33])[N:24]([CH:26]1[CH2:27][CH2:28][CH:29]([NH:32][CH2:13][C:12]2[CH:15]=[C:8]([C:5]3[CH:6]=[N:7][C:2]([F:1])=[CH:3][CH:4]=3)[CH:9]=[CH:10][C:11]=2[O:16][CH3:17])[CH2:30][CH2:31]1)[CH3:25])([CH3:21])([CH3:19])[CH3:20]. (5) Given the reactants [Cl-].[Cl:2][C:3]1[CH:8]=[CH:7][NH+:6]=[C:5]([CH2:9]Cl)[C:4]=1[O:11][CH3:12].[F:13][CH:14]([F:26])[O:15][C:16]1[CH:25]=[CH:24][C:19]2[NH:20][C:21]([SH:23])=[N:22][C:18]=2[CH:17]=1.C1(C)C=CC=CC=1.[OH-].[Na+], predict the reaction product. The product is: [OH2:11].[F:26][CH:14]([F:13])[O:15][C:16]1[CH:25]=[CH:24][C:19]2[NH:20][C:21]([S:23][CH2:9][C:5]3[C:4]([O:11][CH3:12])=[C:3]([Cl:2])[CH:8]=[CH:7][N:6]=3)=[N:22][C:18]=2[CH:17]=1. (6) Given the reactants [CH:1]1([CH2:7][O:8][C:9]2[C:10]([NH2:15])=[N:11][CH:12]=[CH:13][CH:14]=2)[CH2:6][CH2:5][CH2:4][CH2:3][CH2:2]1.Cl[CH:17]([C:22](=O)[CH2:23][CH3:24])[C:18]([O:20][CH3:21])=[O:19], predict the reaction product. The product is: [CH:1]1([CH2:7][O:8][C:9]2[C:10]3[N:11]([C:17]([C:18]([O:20][CH3:21])=[O:19])=[C:22]([CH2:23][CH3:24])[N:15]=3)[CH:12]=[CH:13][CH:14]=2)[CH2:2][CH2:3][CH2:4][CH2:5][CH2:6]1. (7) Given the reactants C([O:3][C:4](=[O:30])[CH2:5][CH2:6][C:7]1[N:8]=[C:9]([NH:12][C:13]([NH:15][C:16]2[CH:21]=[CH:20][C:19]([CH3:22])=[CH:18][C:17]=2[C:23]([CH:25]2[CH2:29][CH2:28][CH2:27][CH2:26]2)=[O:24])=[O:14])[S:10][CH:11]=1)C, predict the reaction product. The product is: [CH:25]1([C:23]([C:17]2[CH:18]=[C:19]([CH3:22])[CH:20]=[CH:21][C:16]=2[NH:15][C:13](=[O:14])[NH:12][C:9]2[S:10][CH:11]=[C:7]([CH2:6][CH2:5][C:4]([OH:30])=[O:3])[N:8]=2)=[O:24])[CH2:29][CH2:28][CH2:27][CH2:26]1. (8) Given the reactants [Cl:1][C:2]1[CH:3]=[C:4](/[CH:9]=[CH:10]/[C:11](OCC)=[O:12])[CH:5]=[C:6]([F:8])[CH:7]=1.[H-].C([Al+]CC(C)C)C(C)C, predict the reaction product. The product is: [Cl:1][C:2]1[CH:3]=[C:4](/[CH:9]=[CH:10]/[CH2:11][OH:12])[CH:5]=[C:6]([F:8])[CH:7]=1. (9) Given the reactants [O:1]=[C:2]1[NH:6][N:5]=[C:4]([CH2:7][N:8]2[C:13]3[CH:14]=[CH:15][CH:16]=[CH:17][C:12]=3[C:11](=[O:18])OC2=O)[NH:3]1.Cl.[CH3:21][C:22]1[S:23][CH:24]=[C:25]([CH2:27][O:28][NH2:29])[N:26]=1, predict the reaction product. The product is: [CH3:21][C:22]1[S:23][CH:24]=[C:25]([CH2:27][O:28][NH:29][C:11](=[O:18])[C:12]2[CH:17]=[CH:16][CH:15]=[CH:14][C:13]=2[NH:8][CH2:7][C:4]2[NH:3][C:2](=[O:1])[NH:6][N:5]=2)[N:26]=1.